From a dataset of Peptide-MHC class II binding affinity with 134,281 pairs from IEDB. Regression. Given a peptide amino acid sequence and an MHC pseudo amino acid sequence, predict their binding affinity value. This is MHC class II binding data. (1) The binding affinity (normalized) is 0.576. The peptide sequence is SRGNRAFIAINLQKN. The MHC is HLA-DQA10102-DQB10602 with pseudo-sequence HLA-DQA10102-DQB10602. (2) The peptide sequence is AAASWDALAAELASA. The MHC is DRB1_1001 with pseudo-sequence DRB1_1001. The binding affinity (normalized) is 0.768. (3) The peptide sequence is IPTAFKIGKTYTPEE. The MHC is DRB1_1602 with pseudo-sequence DRB1_1602. The binding affinity (normalized) is 0.373. (4) The peptide sequence is KPLLIIAEDVEGEY. The MHC is DRB1_1201 with pseudo-sequence DRB1_1201. The binding affinity (normalized) is 0.148. (5) The MHC is DRB1_1101 with pseudo-sequence DRB1_1101. The peptide sequence is GVLVATNFFGINTIP. The binding affinity (normalized) is 0.293.